From a dataset of Reaction yield outcomes from USPTO patents with 853,638 reactions. Predict the reaction yield, written as a fraction of the theoretical maximum amount of product (1.0 means a 100% yield; for example, 0.34 means a 34% yield). (1) The reactants are [C:1]1([OH:7])[CH:6]=[CH:5][CH:4]=[CH:3][CH:2]=1.Cl[CH2:9][C:10]1[S:11][C:12]2[CH2:13][N:14]([C:19](=[O:27])[C:20]3[CH:25]=[CH:24][CH:23]=[CH:22][C:21]=3[F:26])[CH2:15][CH2:16][C:17]=2[N:18]=1.C([O-])([O-])=O.[K+].[K+]. The catalyst is C(#N)C. The product is [F:26][C:21]1[CH:22]=[CH:23][CH:24]=[CH:25][C:20]=1[C:19]([N:14]1[CH2:15][CH2:16][C:17]2[N:18]=[C:10]([CH2:9][O:7][C:1]3[CH:6]=[CH:5][CH:4]=[CH:3][CH:2]=3)[S:11][C:12]=2[CH2:13]1)=[O:27]. The yield is 0.420. (2) The reactants are [CH3:1][N:2]([C:6]1[CH:11]=[CH:10][C:9]([NH:12][CH2:13][CH:14]2[CH2:19][CH2:18][O:17][CH2:16][CH2:15]2)=[C:8]([N+:20]([O-])=O)[CH:7]=1)[C:3](=[O:5])[CH3:4]. The catalyst is C(OCC)(=O)C.[Pd]. The product is [NH2:20][C:8]1[CH:7]=[C:6]([N:2]([CH3:1])[C:3](=[O:5])[CH3:4])[CH:11]=[CH:10][C:9]=1[NH:12][CH2:13][CH:14]1[CH2:15][CH2:16][O:17][CH2:18][CH2:19]1. The yield is 1.00. (3) The reactants are Cl[C:2]1[N:11]=[C:10]([NH:12][CH2:13][C:14]2[CH:19]=[CH:18][CH:17]=[CH:16][N:15]=2)[C:9]2[C:4](=[CH:5][CH:6]=[CH:7][C:8]=2[C:20]2[CH:25]=[CH:24][CH:23]=[CH:22][CH:21]=2)[N:3]=1.CC1(C)C(C)(C)OB([C:34]2[CH:35]=[N:36][CH:37]=[C:38]([CH:41]=2)[CH:39]=[O:40])O1.C(=O)([O-])[O-].[K+].[K+]. The catalyst is O1CCOCC1.O. The product is [C:20]1([C:8]2[CH:7]=[CH:6][CH:5]=[C:4]3[C:9]=2[C:10]([NH:12][CH2:13][C:14]2[CH:19]=[CH:18][CH:17]=[CH:16][N:15]=2)=[N:11][C:2]([C:34]2[CH:35]=[N:36][CH:37]=[C:38]([CH:41]=2)[CH:39]=[O:40])=[N:3]3)[CH:25]=[CH:24][CH:23]=[CH:22][CH:21]=1. The yield is 1.00.